This data is from Forward reaction prediction with 1.9M reactions from USPTO patents (1976-2016). The task is: Predict the product of the given reaction. (1) Given the reactants [Cl:1][C:2]1[CH:10]=[C:9]2[C:5]([C:6]([Sn](CCCC)(CCCC)CCCC)=[N:7][NH:8]2)=[CH:4][CH:3]=1.[CH3:24][O:25][CH2:26][C@@H:27]([NH:29][C:30]([C:32]1[C:40]2[C:35](=[N:36][CH:37]=[C:38](Br)[N:39]=2)[N:34]([CH2:42][O:43][CH2:44][CH2:45][Si:46]([CH3:49])([CH3:48])[CH3:47])[CH:33]=1)=[O:31])[CH3:28].CN(C=O)C, predict the reaction product. The product is: [CH3:24][O:25][CH2:26][C@@H:27]([NH:29][C:30]([C:32]1[C:40]2[C:35](=[N:36][CH:37]=[C:38]([C:6]3[C:5]4[C:9](=[CH:10][C:2]([Cl:1])=[CH:3][CH:4]=4)[NH:8][N:7]=3)[N:39]=2)[N:34]([CH2:42][O:43][CH2:44][CH2:45][Si:46]([CH3:48])([CH3:47])[CH3:49])[CH:33]=1)=[O:31])[CH3:28]. (2) Given the reactants [C:1]([C@@H:3]1[CH2:7][C@H:6]([F:8])[CH2:5][N:4]1[C:9](=[O:33])[C@@H:10]([NH:15]C(OCC1C2CC3C(=CC=CC=3)C=2C=CC=1)=O)[C@@H:11]([CH3:14])[CH2:12][CH3:13])#[N:2].C(NCC)C.[Cl:39]CCCl, predict the reaction product. The product is: [ClH:39].[NH2:15][C@@H:10]([C@@H:11]([CH3:14])[CH2:12][CH3:13])[C:9]([N:4]1[CH2:5][C@@H:6]([F:8])[CH2:7][C@H:3]1[C:1]#[N:2])=[O:33]. (3) Given the reactants [C:1]([OH:6])(=[O:5])/[CH:2]=[CH:3]/[CH3:4].O.[PH2:8]([O-:10])=[O:9].[Na+].[CH2:12]=[CH2:13], predict the reaction product. The product is: [CH2:12]([P:8]([OH:10])([CH:3]([CH3:4])[CH2:2][C:1]([OH:6])=[O:5])=[O:9])[CH3:13].